This data is from Catalyst prediction with 721,799 reactions and 888 catalyst types from USPTO. The task is: Predict which catalyst facilitates the given reaction. (1) Reactant: [S:1](=[O:26])(=[O:25])([O:3][CH2:4][C@@H:5]1[C@@H:12]2[C@@H:8]([O:9]C(C)(C)[O:11]2)[C@H:7]([C:15]2[C:19]3[N:20]=[CH:21][N:22]=[C:23]([NH2:24])[C:18]=3[NH:17][N:16]=2)[O:6]1)[NH2:2]. Product: [S:1](=[O:26])(=[O:25])([O:3][CH2:4][C@@H:5]1[C@@H:12]([OH:11])[C@@H:8]([OH:9])[C@H:7]([C:15]2[C:19]3[N:20]=[CH:21][N:22]=[C:23]([NH2:24])[C:18]=3[NH:17][N:16]=2)[O:6]1)[NH2:2]. The catalyst class is: 574. (2) Product: [CH:10]1[C:11]2[CH:12]([CH2:14][O:15][C:16](=[O:22])[NH:17][CH2:18][N:19]3[C:20](=[O:21])[N:29]4[CH:28]=[N:27][C:26]([C:30](=[O:31])[NH2:32])=[C:25]4[N:23]=[N:24]3)[C:13]3[C:5](=[CH:4][CH:3]=[CH:2][CH:1]=3)[C:6]=2[CH:7]=[CH:8][CH:9]=1. The catalyst class is: 16. Reactant: [CH:1]1[C:13]2[CH:12]([CH2:14][O:15][C:16](=[O:22])[NH:17][CH2:18][N:19]=[C:20]=[O:21])[C:11]3[C:6](=[CH:7][CH:8]=[CH:9][CH:10]=3)[C:5]=2[CH:4]=[CH:3][CH:2]=1.[N+:23](=[C:25]1[N:29]=[CH:28][N:27]=[C:26]1[C:30]([NH2:32])=[O:31])=[N-:24]. (3) Reactant: [NH:1]1[C:9]2[C:4](=[CH:5][CH:6]=[C:7]([C:10]([OH:12])=O)[CH:8]=2)[CH:3]=[CH:2]1.CCN=C=NCCCN(C)C.C1C=C2N=NN(O)C2=CC=1.O.[C:35]([O:39][C:40]([N:42]1[CH2:47][CH2:46][NH:45][CH2:44][CH2:43]1)=[O:41])([CH3:38])([CH3:37])[CH3:36]. Product: [C:35]([O:39][C:40]([N:42]1[CH2:47][CH2:46][N:45]([C:10]([C:7]2[CH:8]=[C:9]3[C:4]([CH:3]=[CH:2][NH:1]3)=[CH:5][CH:6]=2)=[O:12])[CH2:44][CH2:43]1)=[O:41])([CH3:38])([CH3:36])[CH3:37]. The catalyst class is: 3. (4) Reactant: [I-:1].[Na+].CS(O[CH2:8][CH2:9][CH:10]([C:17]1[CH:22]=[CH:21][CH:20]=[CH:19][CH:18]=1)[C:11]1[CH:16]=[CH:15][CH:14]=[CH:13][CH:12]=1)(=O)=O. Product: [C:11]1([CH:10]([C:17]2[CH:22]=[CH:21][CH:20]=[CH:19][CH:18]=2)[CH2:9][CH2:8][I:1])[CH:16]=[CH:15][CH:14]=[CH:13][CH:12]=1. The catalyst class is: 21.